Dataset: Serine/threonine kinase 33 screen with 319,792 compounds. Task: Binary Classification. Given a drug SMILES string, predict its activity (active/inactive) in a high-throughput screening assay against a specified biological target. (1) The drug is Clc1n(nc(c1/C=C\C(OCC(=O)NC(C(C)C)C)=O)C)Cc1ccccc1. The result is 0 (inactive). (2) The compound is O=C(NC1CCCCC1)C1(N(C)C(=O)c2cc3OCOc3cc2)CCCCC1. The result is 0 (inactive). (3) The drug is FC(F)(F)c1ccc(N\C=C2/C(=C(NC2=O)C)C(OCC)=O)cc1. The result is 0 (inactive). (4) The compound is O1CCN(CCCNc2cc3c(oc4c(c3=O)cccc4)cc2)CC1. The result is 1 (active). (5) The molecule is O=C(N1CCC(CC1)C)c1nc[nH]c1C(=O)N1CCc2c(C1)cccc2. The result is 0 (inactive). (6) The compound is O1c2c(CN(C1)C)c1c(cc2)cccc1. The result is 0 (inactive).